This data is from Catalyst prediction with 721,799 reactions and 888 catalyst types from USPTO. The task is: Predict which catalyst facilitates the given reaction. (1) Reactant: [CH2:1]1[CH2:6][N:5]([C:7]2[CH:12]=[CH:11][C:10]([N+:13]([O-])=O)=[CH:9][C:8]=2[F:16])[CH2:4][CH:3]([CH2:17][OH:18])[CH2:2]1. Product: [CH2:1]1[CH2:6][N:5]([C:7]2[CH:12]=[CH:11][C:10]([NH2:13])=[CH:9][C:8]=2[F:16])[CH2:4][CH:3]([CH2:17][OH:18])[CH2:2]1. The catalyst class is: 153. (2) Reactant: Br[C:2]1[CH:24]=[CH:23][C:5]2[C:6]3[N:7]([CH:11]=[C:12]([C:14]4[N:18]([CH:19]([CH3:21])[CH3:20])[N:17]=[C:16]([NH2:22])[N:15]=4)[N:13]=3)[CH2:8][CH2:9][O:10][C:4]=2[CH:3]=1.P([O-])([O-])([O-])=O.[K+].[K+].[K+].[CH:33]1(B2OC(C)(C)C(C)(C)O2)[CH2:35][CH2:34]1. Product: [CH:33]1([C:2]2[CH:24]=[CH:23][C:5]3[C:6]4[N:7]([CH:11]=[C:12]([C:14]5[N:18]([CH:19]([CH3:21])[CH3:20])[N:17]=[C:16]([NH2:22])[N:15]=5)[N:13]=4)[CH2:8][CH2:9][O:10][C:4]=3[CH:3]=2)[CH2:35][CH2:34]1. The catalyst class is: 249. (3) Reactant: [OH-].[Na+].[F:3][C:4]1[CH:9]=[CH:8][C:7]([C:10]2[O:11][C:12]3[CH:23]=[C:22]([N+:24]([O-:26])=[O:25])[C:21]([OH:27])=[CH:20][C:13]=3[C:14]=2[C:15]([O:17]CC)=[O:16])=[CH:6][CH:5]=1. Product: [F:3][C:4]1[CH:5]=[CH:6][C:7]([C:10]2[O:11][C:12]3[CH:23]=[C:22]([N+:24]([O-:26])=[O:25])[C:21]([OH:27])=[CH:20][C:13]=3[C:14]=2[C:15]([OH:17])=[O:16])=[CH:8][CH:9]=1. The catalyst class is: 301. (4) Reactant: [OH:1][CH2:2][C:3]([CH2:10][OH:11])([CH2:8][OH:9])[C:4]([O:6][CH3:7])=[O:5].[CH2:12]([Si:14](Cl)([CH2:17][CH3:18])[CH2:15][CH3:16])[CH3:13].O. Product: [CH2:12]([Si:14]([CH2:17][CH3:18])([CH2:15][CH3:16])[O:11][CH2:10][C:3]([CH2:2][O:1][Si:14]([CH2:17][CH3:18])([CH2:15][CH3:16])[CH2:12][CH3:13])([CH2:8][O:9][Si:14]([CH2:17][CH3:18])([CH2:15][CH3:16])[CH2:12][CH3:13])[C:4]([O:6][CH3:7])=[O:5])[CH3:13]. The catalyst class is: 17. (5) Reactant: Cl[CH2:2][C:3]([C:5]1[N:6]=[N:7][N:8]([C:11]2[CH:16]=[CH:15][C:14]([F:17])=[CH:13][CH:12]=2)[C:9]=1[CH3:10])=[O:4].[NH:18]1[CH2:22][CH2:21][CH2:20][CH2:19]1. Product: [F:17][C:14]1[CH:15]=[CH:16][C:11]([N:8]2[C:9]([CH3:10])=[C:5]([C:3](=[O:4])[CH2:2][N:18]3[CH2:22][CH2:21][CH2:20][CH2:19]3)[N:6]=[N:7]2)=[CH:12][CH:13]=1. The catalyst class is: 10. (6) Product: [CH2:13]([O:10][C:9](=[O:11])[CH2:8][C:5]1[CH:6]=[CH:7][C:2]([Cl:1])=[C:3]([OH:12])[CH:4]=1)[CH3:14]. Reactant: [Cl:1][C:2]1[CH:7]=[CH:6][C:5]([CH2:8][C:9]([OH:11])=[O:10])=[CH:4][C:3]=1[OH:12].[C:13](Cl)(=O)[CH3:14]. The catalyst class is: 8.